From a dataset of Reaction yield outcomes from USPTO patents with 853,638 reactions. Predict the reaction yield, written as a fraction of the theoretical maximum amount of product (1.0 means a 100% yield; for example, 0.34 means a 34% yield). (1) The reactants are [Cl:1][C:2]1[CH:14]=[C:13]([CH2:15][OH:16])[C:12]([O:17][CH3:18])=[CH:11][C:3]=1[O:4][CH2:5][C:6]([O:8]CC)=[O:7].O.[OH-].[Li+]. The catalyst is C1COCC1. The product is [Cl:1][C:2]1[CH:14]=[C:13]([CH2:15][OH:16])[C:12]([O:17][CH3:18])=[CH:11][C:3]=1[O:4][CH2:5][C:6]([OH:8])=[O:7]. The yield is 0.950. (2) The reactants are [C:1]([O:4][C@H:5]1[CH2:22][CH2:21][C@:20]2([CH3:23])[C@H:7]([CH2:8][CH2:9][C@H:10]3[C@H:19]2[CH2:18][CH2:17][C@:15]2([CH3:16])[C@H:11]3[CH2:12][C:13](=[CH:28][C:29]3[CH:34]=[CH:33][CH:32]=[CH:31][CH:30]=3)[C@H:14]2[O:24][C:25](=[O:27])[CH3:26])[CH2:6]1)(=[O:3])[CH3:2].[C:35](O[C@H]1CC[C@]2(C)[C@@H](CC[C@H]3[C@H]2CC[C@]2(C)[C@@H]3CC(=CC3C=CC=CC=3)C2OC(=O)C)C1)(=[O:37])C. No catalyst specified. The product is [C:1]([O:4][C@H:5]1[CH2:22][CH2:21][C@:20]2([CH3:23])[C@H:7]([CH2:8][CH2:9][C@H:10]3[C@H:19]2[CH2:18][CH2:17][C@:15]2([CH3:16])[C@@H:11]3[CH2:12][C:13](=[CH:28][C:29]3[CH:30]=[CH:31][CH:32]=[CH:33][CH:34]=3)[CH:14]2[O:24][C:25](=[O:27])[CH3:26])[C@@H:6]1[O:37][CH3:35])(=[O:3])[CH3:2]. The yield is 0.970. (3) The reactants are [Cl:1][C:2]1[CH:3]=[C:4]([CH:6]=[CH:7][CH:8]=1)[NH2:5].C(N(CC)CC)C.Br[CH2:17][CH2:18][CH2:19][CH2:20][C:21](Cl)=[O:22].[NH:24]1[CH2:29][CH2:28][CH2:27][CH2:26][CH2:25]1.C([O-])=O. The catalyst is ClC(Cl)C.CN(C)C=O.CN(C)C=O. The product is [Cl:1][C:2]1[CH:3]=[C:4]([NH:5][C:21](=[O:22])[CH2:20][CH2:19][CH2:18][CH2:17][N:24]2[CH2:29][CH2:28][CH2:27][CH2:26][CH2:25]2)[CH:6]=[CH:7][CH:8]=1. The yield is 0.670. (4) The reactants are [H-].[Na+].[CH2:3]([O:10][C:11]1[CH:16]=[CH:15][C:14]([CH2:17][C:18]([O:20][CH2:21][CH3:22])=[O:19])=[CH:13][CH:12]=1)[C:4]1[CH:9]=[CH:8][CH:7]=[CH:6][CH:5]=1.[CH2:23](Br)[CH:24]([CH3:26])[CH3:25]. The catalyst is CN(C=O)C. The product is [CH2:3]([O:10][C:11]1[CH:16]=[CH:15][C:14]([CH:17]([CH2:23][CH:24]([CH3:26])[CH3:25])[C:18]([O:20][CH2:21][CH3:22])=[O:19])=[CH:13][CH:12]=1)[C:4]1[CH:5]=[CH:6][CH:7]=[CH:8][CH:9]=1. The yield is 0.600. (5) The reactants are Cl[C:2]1[C:3]2[CH2:17][CH2:16][CH2:15][C:4]=2[N:5]=[C:6]([C:8]2[CH:13]=[CH:12][CH:11]=[C:10]([Cl:14])[CH:9]=2)[N:7]=1.[NH2:18][C:19]1[CH:24]=[CH:23][C:22]([CH2:25][CH2:26][CH2:27][OH:28])=[CH:21][CH:20]=1.[OH-].[Li+]. The catalyst is C(O)(=O)C.C(=O)(O)[O-].[Na+].O. The product is [Cl:14][C:10]1[CH:9]=[C:8]([C:6]2[N:7]=[C:2]([NH:18][C:19]3[CH:20]=[CH:21][C:22]([CH2:25][CH2:26][CH2:27][OH:28])=[CH:23][CH:24]=3)[C:3]3[CH2:17][CH2:16][CH2:15][C:4]=3[N:5]=2)[CH:13]=[CH:12][CH:11]=1. The yield is 0.400.